This data is from Peptide-MHC class I binding affinity with 185,985 pairs from IEDB/IMGT. The task is: Regression. Given a peptide amino acid sequence and an MHC pseudo amino acid sequence, predict their binding affinity value. This is MHC class I binding data. (1) The peptide sequence is DMYQSVCRK. The MHC is HLA-A03:01 with pseudo-sequence HLA-A03:01. The binding affinity (normalized) is 0.501. (2) The binding affinity (normalized) is 0.168. The MHC is HLA-A11:01 with pseudo-sequence HLA-A11:01. The peptide sequence is DLIVTFRER. (3) The peptide sequence is RLEDVFAGK. The MHC is HLA-A26:01 with pseudo-sequence HLA-A26:01. The binding affinity (normalized) is 0. (4) The peptide sequence is QLKYKYPAL. The binding affinity (normalized) is 0.0641. The MHC is BoLA-T2b with pseudo-sequence BoLA-T2b. (5) The peptide sequence is GSYGEYQSY. The MHC is HLA-A03:01 with pseudo-sequence HLA-A03:01. The binding affinity (normalized) is 0.0601.